From a dataset of Catalyst prediction with 721,799 reactions and 888 catalyst types from USPTO. Predict which catalyst facilitates the given reaction. (1) Reactant: [NH:1]([C:7]([O:9][CH2:10][C:11]1[CH:16]=[CH:15][CH:14]=[CH:13][CH:12]=1)=[O:8])[CH2:2][CH2:3][C:4](O)=[O:5].C[CH2:18][N:19]=[C:20]=NCCCN(C)C.Cl.OC1C2N=NNC=2C=CC=1.C(N(CC)CC)C.CNC. Product: [CH2:10]([O:9][C:7](=[O:8])[NH:1][CH2:2][CH2:3][C:4](=[O:5])[N:19]([CH3:20])[CH3:18])[C:11]1[CH:16]=[CH:15][CH:14]=[CH:13][CH:12]=1. The catalyst class is: 12. (2) Reactant: [Br:1][C:2]1[CH:3]=[C:4]([C:12](N(OC)C)=[O:13])[C:5]2[C:10]([CH:11]=1)=[CH:9][CH:8]=[CH:7][CH:6]=2.C1(C)C=CC=CC=1.[H-].C([Al+]CC(C)C)C(C)C.Cl. Product: [Br:1][C:2]1[CH:3]=[C:4]([CH:12]=[O:13])[C:5]2[C:10]([CH:11]=1)=[CH:9][CH:8]=[CH:7][CH:6]=2. The catalyst class is: 1. (3) Reactant: [CH3:1][O:2][C:3]1[CH:25]=[C:24]([O:26][CH3:27])[CH:23]=[CH:22][C:4]=1[C:5]([N:7]1[CH2:21][CH2:20][C:10]2([NH:14][C:13](=[O:15])[C@H:12]([CH2:16][CH2:17][S:18][CH3:19])[NH:11]2)[CH2:9][CH2:8]1)=[O:6].O.C[Si]([Cl:33])(C)C. Product: [ClH:33].[CH3:1][O:2][C:3]1[CH:25]=[C:24]([O:26][CH3:27])[CH:23]=[CH:22][C:4]=1[C:5]([N:7]1[CH2:21][CH2:20][C:10]2([NH:14][C:13](=[O:15])[C@H:12]([CH2:16][CH2:17][S:18][CH3:19])[NH:11]2)[CH2:9][CH2:8]1)=[O:6]. The catalyst class is: 573. (4) Product: [CH:5]1[C:6]([CH2:7][CH2:8][C:9]2[C:13]3[C:14]([NH:16][C:17]([NH2:19])=[N:18][C:12]=3[NH:11][CH:10]=2)=[O:15])=[CH:1][CH:2]=[C:3]([C:20]([NH:22][C@@H:23]([C:29]([O-:31])=[O:30])[CH2:24][CH2:25][C:26]([O-:28])=[O:27])=[O:21])[CH:4]=1.[Na+:39].[Na+:39]. The catalyst class is: 5. Reactant: [CH:1]1[C:6]([CH2:7][CH2:8][C:9]2[C:13]3[C:14]([N:16]=[C:17]([NH2:19])[NH:18][C:12]=3[NH:11][CH:10]=2)=[O:15])=[CH:5][CH:4]=[C:3]([C:20]([NH:22][C@H:23]([C:29]([O-:31])=[O:30])[CH2:24][CH2:25][C:26]([O-:28])=[O:27])=[O:21])[CH:2]=1.O.O.O.O.O.O.O.[Na+:39].[Na+].